Dataset: Reaction yield outcomes from USPTO patents with 853,638 reactions. Task: Predict the reaction yield, written as a fraction of the theoretical maximum amount of product (1.0 means a 100% yield; for example, 0.34 means a 34% yield). The reactants are [F:1][C:2]1[CH:7]=[CH:6][CH:5]=[C:4]([CH2:8][N:9]2[CH2:14][CH2:13][O:12][CH2:11][CH2:10]2)[C:3]=1[N:15]1[CH:19]=[C:18]([CH2:20][OH:21])[C:17]([CH3:22])=[N:16]1. The catalyst is ClCCl. The yield is 0.990. The product is [F:1][C:2]1[CH:7]=[CH:6][CH:5]=[C:4]([CH2:8][N:9]2[CH2:14][CH2:13][O:12][CH2:11][CH2:10]2)[C:3]=1[N:15]1[CH:19]=[C:18]([CH:20]=[O:21])[C:17]([CH3:22])=[N:16]1.